Dataset: Catalyst prediction with 721,799 reactions and 888 catalyst types from USPTO. Task: Predict which catalyst facilitates the given reaction. Reactant: [Cl:1][C:2]1[CH:3]=[C:4]([N:8]2[N:12]=[N:11][C:10]([CH:13]3[CH2:18][CH2:17][CH2:16][CH2:15][N:14]3C(OC(C)(C)C)=O)=[N:9]2)[CH:5]=[CH:6][CH:7]=1.FC(F)(F)C(O)=O.C(=O)([O-])[O-].[Na+].[Na+]. Product: [Cl:1][C:2]1[CH:3]=[C:4]([N:8]2[N:12]=[N:11][C:10]([CH:13]3[CH2:18][CH2:17][CH2:16][CH2:15][NH:14]3)=[N:9]2)[CH:5]=[CH:6][CH:7]=1. The catalyst class is: 4.